From a dataset of NCI-60 drug combinations with 297,098 pairs across 59 cell lines. Regression. Given two drug SMILES strings and cell line genomic features, predict the synergy score measuring deviation from expected non-interaction effect. Drug 1: CS(=O)(=O)C1=CC(=C(C=C1)C(=O)NC2=CC(=C(C=C2)Cl)C3=CC=CC=N3)Cl. Drug 2: C1C(C(OC1N2C=C(C(=O)NC2=O)F)CO)O. Cell line: NCI-H226. Synergy scores: CSS=7.58, Synergy_ZIP=-2.84, Synergy_Bliss=-1.40, Synergy_Loewe=-1.80, Synergy_HSA=-1.73.